Dataset: Forward reaction prediction with 1.9M reactions from USPTO patents (1976-2016). Task: Predict the product of the given reaction. (1) Given the reactants [Cl:1][C:2]1[N:10]=[C:9]2[C:5]([NH:6][CH:7]=[N:8]2)=[C:4]([NH2:11])[N:3]=1.C(=O)([O-])[O-].[K+].[K+].Br[CH2:19][C:20]1[CH:21]=[C:22]([CH:27]=[CH:28][CH:29]=1)[C:23]([O:25][CH3:26])=[O:24], predict the reaction product. The product is: [NH2:11][C:4]1[N:3]=[C:2]([Cl:1])[N:10]=[C:9]2[C:5]=1[N:6]=[CH:7][N:8]2[CH2:19][C:20]1[CH:21]=[C:22]([CH:27]=[CH:28][CH:29]=1)[C:23]([O:25][CH3:26])=[O:24]. (2) Given the reactants [CH3:1][Mg]Br.[F:4][C:5]1[CH:10]=[CH:9][C:8]([C@H:11]2[CH2:13][C@@H:12]2[C:14](N(OC)C)=[O:15])=[CH:7][CH:6]=1, predict the reaction product. The product is: [F:4][C:5]1[CH:10]=[CH:9][C:8]([C@H:11]2[CH2:13][C@@H:12]2[C:14](=[O:15])[CH3:1])=[CH:7][CH:6]=1. (3) Given the reactants [Cl-].[CH3:2][O:3][C:4]([C:6]1[CH:11]=[CH:10][C:9]([N:12]=[N:13][C:14]2[CH:19]=[CH:18][C:17]([CH2:20][NH3+:21])=[CH:16][CH:15]=2)=[CH:8][CH:7]=1)=[O:5].[C:22](Cl)(=[O:26])[CH2:23][CH2:24][CH3:25], predict the reaction product. The product is: [C:22]([NH:21][CH2:20][C:17]1[CH:16]=[CH:15][C:14](/[N:13]=[N:12]/[C:9]2[CH:8]=[CH:7][C:6]([C:4]([O:3][CH3:2])=[O:5])=[CH:11][CH:10]=2)=[CH:19][CH:18]=1)(=[O:26])[CH2:23][CH2:24][CH3:25]. (4) The product is: [O:9]1[C:5]([CH2:3][OH:2])=[CH:6][C:7]2[CH2:12][CH2:11][CH2:10][C:8]1=2. Given the reactants C[O:2][C:3]([C:5]1[O:9][C:8]2[CH2:10][CH2:11][CH2:12][C:7]=2[CH:6]=1)=O.[H-].[H-].[H-].[H-].[Li+].[Al+3], predict the reaction product. (5) Given the reactants [OH:1][NH:2][C:3]([C:5]1[CH:21]=[CH:20][C:8]([CH2:9][NH:10][C:11](=[O:19])[CH2:12][C:13]2[CH:18]=[CH:17][CH:16]=[CH:15][CH:14]=2)=[CH:7][CH:6]=1)=[NH:4].C[O:23][C:24](=O)[C:25](Cl)=O.CCN(C(C)C)C(C)C.[CH2:38]1[CH:42]2[CH:43](C3ON=C(N)N=3)[CH2:44][N:40](C2)[CH2:39]1, predict the reaction product. The product is: [C:13]1([CH2:12][C:11]([NH:10][CH2:9][C:8]2[CH:20]=[CH:21][C:5]([C:3]3[N:4]=[C:25]([C:24]([N:40]4[CH2:44][CH2:43][CH2:42][CH2:38][CH2:39]4)=[O:23])[O:1][N:2]=3)=[CH:6][CH:7]=2)=[O:19])[CH:14]=[CH:15][CH:16]=[CH:17][CH:18]=1. (6) Given the reactants CN(C)[CH:3]=[C:4]([C:7]1[CH:12]=[CH:11][CH:10]=[CH:9][C:8]=1[F:13])[CH:5]=O.[NH:15]([C:17]1[CH:18]=[C:19]([CH:23]=[CH:24][CH:25]=1)[C:20]([OH:22])=[O:21])[NH2:16], predict the reaction product. The product is: [F:13][C:8]1[CH:9]=[CH:10][CH:11]=[CH:12][C:7]=1[C:4]1[CH:3]=[N:16][N:15]([C:17]2[CH:18]=[C:19]([CH:23]=[CH:24][CH:25]=2)[C:20]([OH:22])=[O:21])[CH:5]=1.